Dataset: Drug-target binding data from BindingDB using IC50 measurements. Task: Regression. Given a target protein amino acid sequence and a drug SMILES string, predict the binding affinity score between them. We predict pIC50 (pIC50 = -log10(IC50 in M); higher means more potent). Dataset: bindingdb_ic50. The compound is CCCC[C@H](NC(=O)[C@H](Cc1ccc(S(=O)(=O)O)cc1)NC(=O)OC(C)(C)C)C(=O)NCC(=O)N[C@@H](Cc1c[nH]c2ccccc12)C(=O)N[C@@H](CCCC)C(=O)NC(CCCOc1ccccc1)CC(=O)O. The target protein (P30553) has sequence MELLKLNRSVQGPGPGSGSSLCRPGVSLLNSSSAGNLSCDPPRIRGTGTRELEMAIRITLYAVIFLMSVGGNVLIIVVLGLSRRLRTVTNAFLLSLAVSDLLLAVACMPFTLLPNLMGTFIFGTVICKAISYLMGVSVSVSTLNLVAIALERYSAICRPLQARVWQTRSHAARVILATWLLSGLLMVPYPVYTMVQPVGPRVLQCMHRWPSARVQQTWSVLLLLLLFFIPGVVIAVAYGLISRELYLGLHFDGENDSETQSRARNQGGLPGGAAPGPVHQNGGCRPVTSVAGEDSDGCCVQLPRSRLEMTTLTTPTPGPVPGPRPNQAKLLAKKRVVRMLLVIVLLFFLCWLPVYSVNTWRAFDGPGAQRALSGAPISFIHLLSYVSACVNPLVYCFMHRRFRQACLDTCARCCPRPPRARPQPLPDEDPPTPSIASLSRLSYTTISTLGPG. The pIC50 is 7.8.